From a dataset of Full USPTO retrosynthesis dataset with 1.9M reactions from patents (1976-2016). Predict the reactants needed to synthesize the given product. (1) Given the product [CH3:1][CH:2]([CH:15]([OH:20])[C:16]([CH2:14][O:13][C:8]([CH:9]([CH3:11])[CH3:10])=[O:12])([CH3:18])[CH3:17])[CH3:3], predict the reactants needed to synthesize it. The reactants are: [C:1](OCC)(=O)[CH:2]=[CH2:3].[C:8]([O:13][CH3:14])(=[O:12])[C:9]([CH3:11])=[CH2:10].[C:15]([OH:20])(=O)[C:16]([CH3:18])=[CH2:17]. (2) Given the product [ClH:45].[OH:42][NH:41][C:29](=[O:31])/[CH:28]=[CH:27]/[C:24]1[CH:25]=[CH:26][C:21](/[CH:20]=[CH:19]/[C:18]([C:15]2[CH:14]=[CH:13][C:12]([N:9]3[CH2:10][CH2:11][N:6]([S:3]([CH3:2])(=[O:4])=[O:5])[CH2:7][CH2:8]3)=[CH:17][CH:16]=2)=[O:32])=[CH:22][CH:23]=1, predict the reactants needed to synthesize it. The reactants are: [K+].[CH3:2][S:3]([N:6]1[CH2:11][CH2:10][N:9]([C:12]2[CH:17]=[CH:16][C:15]([C:18](=[O:32])/[CH:19]=[CH:20]/[C:21]3[CH:26]=[CH:25][C:24](/[CH:27]=[CH:28]/[C:29]([O-:31])=O)=[CH:23][CH:22]=3)=[CH:14][CH:13]=2)[CH2:8][CH2:7]1)(=[O:5])=[O:4].C1C=CC2[N:41]([OH:42])N=NC=2C=1.C(Cl)C[Cl:45].NOC1CCCCO1. (3) Given the product [Cl:1][C:2]1[CH:3]=[C:4]2[C:9](=[C:10]([Cl:12])[CH:11]=1)[CH2:8][N:7]([CH3:13])[CH2:6][CH:5]2[C:14]1[CH:19]=[C:18]([CH:17]=[CH:16][CH:15]=1)[C:47]([NH:24][C@@H:25]([CH2:26][C:27]([O:29][C:30]([CH3:32])([CH3:33])[CH3:31])=[O:28])[C:34]([O:36][C:37]([CH3:40])([CH3:39])[CH3:38])=[O:35])=[O:48], predict the reactants needed to synthesize it. The reactants are: [Cl:1][C:2]1[CH:3]=[C:4]2[C:9](=[C:10]([Cl:12])[CH:11]=1)[CH2:8][N:7]([CH3:13])[CH2:6][CH:5]2[C:14]1[CH:19]=[CH:18][C:17](NC(=O)C)=[CH:16][CH:15]=1.[NH2:24][C@H:25]([C:34]([O:36][C:37]([CH3:40])([CH3:39])[CH3:38])=[O:35])[CH2:26][C:27]([O:29][C:30]([CH3:33])([CH3:32])[CH3:31])=[O:28].[B-](F)(F)(F)F.C[CH2:47][O:48]C(C(C#N)=NOC(N(C)C)=[N+](C)C)=O.FC(F)(F)C([O-])=O. (4) Given the product [CH3:11][C:12]1([CH3:18])[CH2:16][C@H:15]([CH3:17])[CH2:14][N:13]1[C:2]1[C:7]([C:8]([OH:10])=[O:9])=[CH:6][CH:5]=[CH:4][N:3]=1, predict the reactants needed to synthesize it. The reactants are: F[C:2]1[C:7]([C:8]([OH:10])=[O:9])=[CH:6][CH:5]=[CH:4][N:3]=1.[CH3:11][C:12]1([CH3:18])[CH2:16][C@H:15]([CH3:17])[CH2:14][NH:13]1.C(=O)([O-])[O-].[K+].[K+].[F-].[Cs+].Cl. (5) Given the product [CH2:1]([O:4][C:5]1[CH:6]=[C:7]([CH:28]=[CH:29][CH:30]=1)[O:8][C:9]1[CH:10]=[CH:11][C:12]([CH2:13][N:14]([CH2:34][C:33]2[CH:36]=[CH:37][C:38]([F:40])=[CH:39][C:32]=2[F:31])[C:15]2[CH:20]=[CH:19][CH:18]=[C:17]([N+:21]([O-:23])=[O:22])[C:16]=2[CH:24]=[CH2:25])=[CH:26][CH:27]=1)[CH:2]=[CH2:3], predict the reactants needed to synthesize it. The reactants are: [CH2:1]([O:4][C:5]1[CH:6]=[C:7]([CH:28]=[CH:29][CH:30]=1)[O:8][C:9]1[CH:27]=[CH:26][C:12]([CH2:13][NH:14][C:15]2[CH:20]=[CH:19][CH:18]=[C:17]([N+:21]([O-:23])=[O:22])[C:16]=2[CH:24]=[CH2:25])=[CH:11][CH:10]=1)[CH:2]=[CH2:3].[F:31][C:32]1[CH:39]=[C:38]([F:40])[CH:37]=[CH:36][C:33]=1[CH2:34]Br.